The task is: Predict which catalyst facilitates the given reaction.. This data is from Catalyst prediction with 721,799 reactions and 888 catalyst types from USPTO. (1) Product: [Cl:1][C:2]1[CH:7]=[CH:6][C:5]([C:8]2[N:32]([CH2:31][C:30]([F:34])([F:33])[F:29])[C:21]([C:20]3[C:19]([Cl:18])=[CH:26][CH:25]=[CH:24][C:23]=3[Cl:27])=[N:39][C:9]=2[C:11]2[CH:16]=[CH:15][N:14]=[CH:13][CH:12]=2)=[CH:4][CH:3]=1. The catalyst class is: 211. Reactant: [Cl:1][C:2]1[CH:7]=[CH:6][C:5]([C:8](=O)[C:9]([C:11]2[CH:16]=[CH:15][N:14]=[CH:13][CH:12]=2)=O)=[CH:4][CH:3]=1.[Cl:18][C:19]1[CH:26]=[CH:25][CH:24]=[C:23]([Cl:27])[C:20]=1[CH:21]=O.Cl.[F:29][C:30]([F:34])([F:33])[CH2:31][NH2:32].C([O-])(=O)C.[NH4+:39]. (2) Reactant: [Cl:1][C:2]1[N:7]=[C:6](Cl)[C:5]([N+:9]([O-:11])=[O:10])=[CH:4][N:3]=1.Cl.[CH3:13][O:14][C:15](=[O:19])[C@@H:16]([CH3:18])[NH2:17].C(=O)([O-])[O-].[K+].[K+]. Product: [Cl:1][C:2]1[N:7]=[C:6]([NH:17][C@@H:16]([C:15]([O:14][CH3:13])=[O:19])[CH3:18])[C:5]([N+:9]([O-:11])=[O:10])=[CH:4][N:3]=1. The catalyst class is: 316. (3) Reactant: C(=O)([O-])[O-].[K+].[K+].Cl[CH2:8][C:9]([N:11]([CH3:13])[CH3:12])=[O:10].[CH3:14][O:15][C:16](=[O:45])[N:17]=[C:18]([S:43][CH3:44])[C:19]([C:33]1[CH:38]=[C:37]([CH2:39][CH3:40])[CH:36]=[C:35]([OH:41])[C:34]=1[F:42])=[N:20][C:21]1[CH:26]=[CH:25][C:24]([C:27]2[N:31]=[C:30]([CH3:32])[O:29][N:28]=2)=[CH:23][CH:22]=1.C(OCC)(=O)C. Product: [CH3:14][O:15][C:16](=[O:45])[N:17]=[C:18]([S:43][CH3:44])[C:19]([C:33]1[CH:38]=[C:37]([CH2:39][CH3:40])[CH:36]=[C:35]([O:41][CH2:8][C:9](=[O:10])[N:11]([CH3:13])[CH3:12])[C:34]=1[F:42])=[N:20][C:21]1[CH:26]=[CH:25][C:24]([C:27]2[N:31]=[C:30]([CH3:32])[O:29][N:28]=2)=[CH:23][CH:22]=1. The catalyst class is: 18.